From a dataset of Reaction yield outcomes from USPTO patents with 853,638 reactions. Predict the reaction yield, written as a fraction of the theoretical maximum amount of product (1.0 means a 100% yield; for example, 0.34 means a 34% yield). (1) The reactants are [O:1]=[C:2]1[C:10]2([C:22]3[C:13](=[CH:14][C:15]4[O:20][CH2:19][CH2:18][O:17][C:16]=4[CH:21]=3)[O:12][CH2:11]2)[C:9]2[C:4](=[CH:5][CH:6]=[CH:7][CH:8]=2)[N:3]1[CH2:23][C:24]1[O:28][C:27]([C:29]([OH:31])=O)=[CH:26][CH:25]=1.Cl.[CH3:33][NH:34][CH3:35].Cl.CN(C)CCCN=C=NCC.O.ON1C2C=CC=CC=2N=N1.CN1CCOCC1. The catalyst is CN(C)C=O. The product is [CH3:33][N:34]([CH3:35])[C:29]([C:27]1[O:28][C:24]([CH2:23][N:3]2[C:4]3[C:9](=[CH:8][CH:7]=[CH:6][CH:5]=3)[C:10]3([C:22]4[C:13](=[CH:14][C:15]5[O:20][CH2:19][CH2:18][O:17][C:16]=5[CH:21]=4)[O:12][CH2:11]3)[C:2]2=[O:1])=[CH:25][CH:26]=1)=[O:31]. The yield is 0.770. (2) The reactants are C([O:3][C:4]([C:6]1([NH:15][C:16](=[O:29])[C:17]2[CH:22]=[CH:21][CH:20]=[C:19]([CH3:23])[C:18]=2[O:24][CH2:25][CH:26]2[CH2:28][CH2:27]2)[CH2:14][C:13]2[C:8](=[CH:9][CH:10]=[CH:11][CH:12]=2)[CH2:7]1)=[O:5])C.[OH-].[K+].O. The catalyst is CCO. The product is [CH:26]1([CH2:25][O:24][C:18]2[C:19]([CH3:23])=[CH:20][CH:21]=[CH:22][C:17]=2[C:16]([NH:15][C:6]2([C:4]([OH:5])=[O:3])[CH2:7][C:8]3[C:13](=[CH:12][CH:11]=[CH:10][CH:9]=3)[CH2:14]2)=[O:29])[CH2:27][CH2:28]1. The yield is 1.00.